Dataset: Forward reaction prediction with 1.9M reactions from USPTO patents (1976-2016). Task: Predict the product of the given reaction. (1) Given the reactants [CH2:1]([O:3][C:4]([C:6]1([C:9]2[CH:14]=[CH:13][C:12]([C:15]3[CH:20]=[CH:19][C:18]([C:21]4[O:25][N:24]=[C:23]([CH3:26])[C:22]=4[NH2:27])=[CH:17][CH:16]=3)=[CH:11][CH:10]=2)[CH2:8][CH2:7]1)=[O:5])[CH3:2].[CH2:28]([C:35]1[CH:40]=[CH:39][CH:38]=[C:37](Br)[N:36]=1)[C:29]1[CH:34]=[CH:33][CH:32]=[CH:31][CH:30]=1, predict the reaction product. The product is: [CH2:1]([O:3][C:4]([C:6]1([C:9]2[CH:10]=[CH:11][C:12]([C:15]3[CH:20]=[CH:19][C:18]([C:21]4[O:25][N:24]=[C:23]([CH3:26])[C:22]=4[N:27]([C:37]4[CH:38]=[CH:39][CH:40]=[C:35]([CH2:28][C:29]5[CH:30]=[CH:31][CH:32]=[CH:33][CH:34]=5)[N:36]=4)[C:37]4[CH:38]=[CH:39][CH:40]=[C:35]([CH2:28][C:29]5[CH:34]=[CH:33][CH:32]=[CH:31][CH:30]=5)[N:36]=4)=[CH:17][CH:16]=3)=[CH:13][CH:14]=2)[CH2:8][CH2:7]1)=[O:5])[CH3:2]. (2) The product is: [CH3:1][O:2][C:3]([C:5]1[N:6]([CH2:25][C:26]2[CH:27]=[CH:28][CH:29]=[CH:30][CH:31]=2)[C:7](=[O:24])[C:8]2[C:13]([C:14]=1[C:35]1[CH:36]=[CH:37][C:38]([F:39])=[C:33]([Cl:32])[CH:34]=1)=[CH:12][C:11]([Cl:23])=[CH:10][CH:9]=2)=[O:4]. Given the reactants [CH3:1][O:2][C:3]([C:5]1[N:6]([CH2:25][C:26]2[CH:31]=[CH:30][CH:29]=[CH:28][CH:27]=2)[C:7](=[O:24])[C:8]2[C:13]([C:14]=1OS(C(F)(F)F)(=O)=O)=[CH:12][C:11]([Cl:23])=[CH:10][CH:9]=2)=[O:4].[Cl:32][C:33]1[CH:34]=[C:35](B(O)O)[CH:36]=[CH:37][C:38]=1[F:39], predict the reaction product. (3) Given the reactants [CH3:1][O:2][C:3](=[O:25])[C:4]1[CH:9]=[CH:8][CH:7]=[CH:6][C:5]=1[NH:10][C:11]1[N:15]([C:16]2[CH:21]=[C:20]([CH3:22])[CH:19]=[CH:18][C:17]=2[CH3:23])[N:14]=[C:13]([CH3:24])[CH:12]=1.[Br:26]N1C(C)(C)C(=O)N(Br)C1=O, predict the reaction product. The product is: [CH3:1][O:2][C:3](=[O:25])[C:4]1[CH:9]=[CH:8][CH:7]=[CH:6][C:5]=1[NH:10][C:11]1[N:15]([C:16]2[CH:21]=[C:20]([CH3:22])[CH:19]=[CH:18][C:17]=2[CH3:23])[N:14]=[C:13]([CH3:24])[C:12]=1[Br:26]. (4) Given the reactants [C:1]([O:5][C:6](=[O:14])[NH:7][CH:8]1[CH2:13][CH2:12][NH:11][CH2:10][CH2:9]1)([CH3:4])([CH3:3])[CH3:2].C(=O)(O)[O-].[Na+].[C:20]([O:23][CH2:24][CH3:25])(=[O:22])C, predict the reaction product. The product is: [CH3:3][C:1]([O:5][C:6]([NH:7][CH:8]1[CH2:13][CH2:12][N:11]([C:20]([O:23][CH2:24][C:25]2[CH:12]=[CH:13][CH:8]=[CH:9][CH:10]=2)=[O:22])[CH2:10][CH2:9]1)=[O:14])([CH3:4])[CH3:2]. (5) Given the reactants [Cl:1][C:2]1[CH:3]=[C:4]([C@H:8]2[CH2:13][CH2:12][C:11](=[O:14])[N:10]([C@@H:15]([CH2:23][CH3:24])[C:16]([O:18][C:19]([CH3:22])([CH3:21])[CH3:20])=[O:17])[C@@H:9]2[C:25]2[CH:30]=[CH:29][C:28]([Cl:31])=[CH:27][CH:26]=2)[CH:5]=[CH:6][CH:7]=1.[CH2:32](Br)[CH:33]=[CH2:34].C[Si]([N-][Si](C)(C)C)(C)C.[Li+], predict the reaction product. The product is: [CH2:34]([C@@H:12]1[CH2:13][C@H:8]([C:4]2[CH:5]=[CH:6][CH:7]=[C:2]([Cl:1])[CH:3]=2)[C@@H:9]([C:25]2[CH:26]=[CH:27][C:28]([Cl:31])=[CH:29][CH:30]=2)[N:10]([C@@H:15]([CH2:23][CH3:24])[C:16]([O:18][C:19]([CH3:22])([CH3:21])[CH3:20])=[O:17])[C:11]1=[O:14])[CH:33]=[CH2:32]. (6) Given the reactants [N:1]1([CH2:6][CH2:7][CH2:8][O:9][C:10]2[CH:15]=[CH:14][C:13]([C:16]3([CH:22]=O)[CH2:21][CH2:20][O:19][CH2:18][CH2:17]3)=[CH:12][CH:11]=2)[CH2:5][CH2:4][CH2:3][CH2:2]1.[NH:24]1[CH2:29][CH2:28][CH2:27][CH2:26][CH2:25]1, predict the reaction product. The product is: [NH3:1].[N:1]1([CH2:6][CH2:7][CH2:8][O:9][C:10]2[CH:11]=[CH:12][C:13]([C:16]3([CH2:22][N:24]4[CH2:29][CH2:28][CH2:27][CH2:26][CH2:25]4)[CH2:21][CH2:20][O:19][CH2:18][CH2:17]3)=[CH:14][CH:15]=2)[CH2:2][CH2:3][CH2:4][CH2:5]1. (7) Given the reactants [N:1]1[CH:6]=[CH:5][CH:4]=[CH:3][C:2]=1[C:7]1[O:11][CH:10]=[N:9][CH:8]=1.[CH3:12][O:13][C:14]1[CH:19]=[CH:18][C:17]([CH2:20][CH2:21][CH2:22][CH2:23][CH2:24][CH2:25][C:26](O)=[O:27])=[CH:16][CH:15]=1, predict the reaction product. The product is: [O:27]=[C:26]([C:10]1[O:11][C:7]([C:2]2[CH:3]=[CH:4][CH:5]=[CH:6][N:1]=2)=[CH:8][N:9]=1)[CH2:25][CH2:24][CH2:23][CH2:22][CH2:21][CH2:20][C:17]1[CH:16]=[CH:15][C:14]([O:13][CH3:12])=[CH:19][CH:18]=1.